From a dataset of Forward reaction prediction with 1.9M reactions from USPTO patents (1976-2016). Predict the product of the given reaction. (1) Given the reactants [C:1](Cl)(=O)[C:2]([Cl:4])=[O:3].[C:7](O)(=O)[C:8]1C=C[CH:11]=[N:10][CH:9]=1.CN(C=O)C, predict the reaction product. The product is: [C:2]([Cl:4])(=[O:3])[C:1]1[CH:7]=[CH:8][CH:9]=[N:10][CH:11]=1. (2) Given the reactants [F:1][C:2]([F:28])([F:27])[C:3]1[CH:4]=[C:5]([C:13]2[N:17]=[CH:16][N:15](/[CH:18]=[C:19](\Br)/[C:20]([O:22][CH:23]([CH3:25])[CH3:24])=[O:21])[N:14]=2)[CH:6]=[C:7]([C:9]([F:12])([F:11])[F:10])[CH:8]=1.[N:29]1[CH:34]=[CH:33][CH:32]=[C:31](B(O)O)[CH:30]=1.C(=O)([O-])[O-].[Cs+].[Cs+].O1CCOCC1, predict the reaction product. The product is: [F:1][C:2]([F:28])([F:27])[C:3]1[CH:4]=[C:5]([C:13]2[N:17]=[CH:16][N:15](/[CH:18]=[C:19](\[C:31]3[CH:30]=[N:29][CH:34]=[CH:33][CH:32]=3)/[C:20]([O:22][CH:23]([CH3:25])[CH3:24])=[O:21])[N:14]=2)[CH:6]=[C:7]([C:9]([F:12])([F:11])[F:10])[CH:8]=1. (3) Given the reactants [C-:1]#[N:2].[Na+].[Cl:4][C:5]1[CH:10]=[C:9]([O:11][CH3:12])[CH:8]=[C:7]([CH2:13]Cl)[CH:6]=1, predict the reaction product. The product is: [Cl:4][C:5]1[CH:6]=[C:7]([CH2:13][C:1]#[N:2])[CH:8]=[C:9]([O:11][CH3:12])[CH:10]=1. (4) The product is: [CH3:1][O:2][C:3](=[O:4])[C:5]1[CH:10]=[C:9]([Br:11])[C:8]([O:12][CH2:19][C:15]2[N:14]([CH3:13])[CH:18]=[CH:17][N:16]=2)=[N:7][CH:6]=1. Given the reactants [CH3:1][O:2][C:3]([C:5]1[CH:6]=[N:7][C:8]([OH:12])=[C:9]([Br:11])[CH:10]=1)=[O:4].[CH3:13][N:14]1[CH:18]=[CH:17][N:16]=[C:15]1[CH2:19]O.C1(P(C2C=CC=CC=2)C2C=CC=CC=2)C=CC=CC=1.C(OC(N=NC(OC(C)C)=O)=O)(C)C, predict the reaction product. (5) Given the reactants C(OC(=O)[NH:7][C:8]1[C:13]([NH:14][C:15](=[O:30])[CH2:16][C:17](=O)[C:18]2[CH:23]=[CH:22][CH:21]=[C:20]([N:24]3[CH:28]=[CH:27][N:26]=[N:25]3)[CH:19]=2)=[CH:12][C:11]([C:31]2[CH:36]=[CH:35][CH:34]=[CH:33][C:32]=2[F:37])=[C:10]([N:38]([CH3:40])[CH3:39])[CH:9]=1)(C)(C)C.C(O)(C(F)(F)F)=O, predict the reaction product. The product is: [CH3:40][N:38]([CH3:39])[C:10]1[C:11]([C:31]2[CH:36]=[CH:35][CH:34]=[CH:33][C:32]=2[F:37])=[CH:12][C:13]2[NH:14][C:15](=[O:30])[CH2:16][C:17]([C:18]3[CH:23]=[CH:22][CH:21]=[C:20]([N:24]4[CH:28]=[CH:27][N:26]=[N:25]4)[CH:19]=3)=[N:7][C:8]=2[CH:9]=1. (6) Given the reactants [S:1]1[CH:5]=[CH:4][CH:3]=[C:2]1[C:6]1[C:7](=O)[NH:8][C:9]2[C:14]([N:15]=1)=[CH:13][CH:12]=[CH:11][CH:10]=2.O=P(Cl)(Cl)[Cl:19], predict the reaction product. The product is: [Cl:19][C:7]1[C:6]([C:2]2[S:1][CH:5]=[CH:4][CH:3]=2)=[N:15][C:14]2[C:9](=[CH:10][CH:11]=[CH:12][CH:13]=2)[N:8]=1.